From a dataset of CYP2C9 inhibition data for predicting drug metabolism from PubChem BioAssay. Regression/Classification. Given a drug SMILES string, predict its absorption, distribution, metabolism, or excretion properties. Task type varies by dataset: regression for continuous measurements (e.g., permeability, clearance, half-life) or binary classification for categorical outcomes (e.g., BBB penetration, CYP inhibition). Dataset: cyp2c9_veith. The drug is CCCCCCCCC(=O)N/N=C/c1ccccn1. The result is 0 (non-inhibitor).